Dataset: Reaction yield outcomes from USPTO patents with 853,638 reactions. Task: Predict the reaction yield, written as a fraction of the theoretical maximum amount of product (1.0 means a 100% yield; for example, 0.34 means a 34% yield). (1) The reactants are [C:1]([C:3]1[CH:4]=[C:5]([CH:10]=[CH:11][C:12]=1[OH:13])[C:6]([O:8][CH3:9])=[O:7])#[N:2].Cl[CH2:15]I.C([Zn][CH2:20][CH3:21])C.[NH4+].[Cl-].[NH4+].[OH-]. The catalyst is ClCCCl.CCOC(C)=O. The product is [C:1]([C:3]1[CH:4]=[C:5]([CH:10]=[CH:11][C:12]=1[O:13][CH:20]([CH3:21])[CH3:15])[C:6]([O:8][CH3:9])=[O:7])#[N:2]. The yield is 0.300. (2) The reactants are [CH3:1][C:2]1[CH:7]=[CH:6][C:5]([S:8]([NH:11][C:12]2[N:17]=[CH:16][C:15]([O:18][C:19]3[CH:24]=[CH:23][C:22]([NH:25][C:26](=[O:35])[O:27][CH2:28][C:29]4[CH:34]=[CH:33][CH:32]=[CH:31][CH:30]=4)=[CH:21][CH:20]=3)=[CH:14][CH:13]=2)(=[O:10])=[O:9])=[CH:4][CH:3]=1.C(N(CC)C(C)C)(C)C.I[CH2:46][C:47]([NH2:49])=[O:48].O. The catalyst is CN(C)C=O. The product is [NH2:49][C:47](=[O:48])[CH2:46][N:17]1[C:12](=[N:11][S:8]([C:5]2[CH:6]=[CH:7][C:2]([CH3:1])=[CH:3][CH:4]=2)(=[O:9])=[O:10])[CH:13]=[CH:14][C:15]([O:18][C:19]2[CH:24]=[CH:23][C:22]([NH:25][C:26](=[O:35])[O:27][CH2:28][C:29]3[CH:30]=[CH:31][CH:32]=[CH:33][CH:34]=3)=[CH:21][CH:20]=2)=[CH:16]1. The yield is 0.780. (3) The reactants are [C:1]1([C:16]2[CH:21]=[CH:20][CH:19]=[CH:18][CH:17]=2)[CH:6]=[CH:5][CH:4]=[C:3]([CH2:7][C:8]([C:10]2[CH:15]=[CH:14][CH:13]=[CH:12][CH:11]=2)=O)[CH:2]=1.[CH2:22]([O:24][C:25]1[CH:26]=[C:27]([CH:30]=[C:31]([N+:34]([O-:36])=[O:35])[C:32]=1[OH:33])[CH:28]=O)[CH3:23].[NH2:37][C:38]([NH2:40])=[O:39].Cl. The catalyst is C(O)C. The product is [C:1]1([C:16]2[CH:21]=[CH:20][CH:19]=[CH:18][CH:17]=2)[CH:6]=[CH:5][CH:4]=[C:3]([C:7]2[CH:28]([C:27]3[CH:30]=[C:31]([N+:34]([O-:36])=[O:35])[C:32]([OH:33])=[C:25]([O:24][CH2:22][CH3:23])[CH:26]=3)[NH:37][C:38](=[O:39])[NH:40][C:8]=2[C:10]2[CH:15]=[CH:14][CH:13]=[CH:12][CH:11]=2)[CH:2]=1. The yield is 0.112. (4) The reactants are [CH2:1]([O:8][C@H:9]1[C@H:14]([O:15][CH2:16][C:17]2[CH:22]=[CH:21][CH:20]=[CH:19][CH:18]=2)[C@@H:13]([O:23][CH2:24][C:25]2[CH:30]=[CH:29][CH:28]=[CH:27][CH:26]=2)[C@H:12]([C:31]2[CH:36]=[C:35]([CH2:37][C:38]3[CH:43]=[CH:42][C:41]([O:44][CH2:45][CH3:46])=[CH:40][CH:39]=3)[C:34]([Cl:47])=[C:33]([O:48]CC=C)[C:32]=2[O:52]CC=C)[O:11][C@@H:10]1[CH2:56][O:57][CH2:58][C:59]1[CH:64]=[CH:63][CH:62]=[CH:61][CH:60]=1)[C:2]1[CH:7]=[CH:6][CH:5]=[CH:4][CH:3]=1.[BH4-].[Na+].[NH4+].[Cl-]. The catalyst is C1COCC1.C1C=CC([P]([Pd]([P](C2C=CC=CC=2)(C2C=CC=CC=2)C2C=CC=CC=2)([P](C2C=CC=CC=2)(C2C=CC=CC=2)C2C=CC=CC=2)[P](C2C=CC=CC=2)(C2C=CC=CC=2)C2C=CC=CC=2)(C2C=CC=CC=2)C2C=CC=CC=2)=CC=1. The product is [Cl:47][C:34]1[C:35]([CH2:37][C:38]2[CH:43]=[CH:42][C:41]([O:44][CH2:45][CH3:46])=[CH:40][CH:39]=2)=[CH:36][C:31]([C@H:12]2[C@H:13]([O:23][CH2:24][C:25]3[CH:30]=[CH:29][CH:28]=[CH:27][CH:26]=3)[C@@H:14]([O:15][CH2:16][C:17]3[CH:22]=[CH:21][CH:20]=[CH:19][CH:18]=3)[C@H:9]([O:8][CH2:1][C:2]3[CH:3]=[CH:4][CH:5]=[CH:6][CH:7]=3)[C@@H:10]([CH2:56][O:57][CH2:58][C:59]3[CH:60]=[CH:61][CH:62]=[CH:63][CH:64]=3)[O:11]2)=[C:32]([OH:52])[C:33]=1[OH:48]. The yield is 0.860. (5) The reactants are [F:1][C:2]1[CH:7]=[C:6]([N+:8]([O-:10])=[O:9])[CH:5]=[CH:4][C:3]=1[OH:11].[CH2:12](Br)[C:13]1[CH:18]=[CH:17][CH:16]=[CH:15][CH:14]=1.C(=O)([O-])[O-].[K+].[K+]. The catalyst is CC(C)=O. The product is [F:1][C:2]1[CH:7]=[C:6]([N+:8]([O-:10])=[O:9])[CH:5]=[CH:4][C:3]=1[O:11][CH2:12][C:13]1[CH:18]=[CH:17][CH:16]=[CH:15][CH:14]=1. The yield is 0.970. (6) The reactants are [OH:1][C:2]1[CH:7]=[CH:6][C:5]([C:8]([C:26]2[CH:31]=[CH:30][C:29]([OH:32])=[CH:28][CH:27]=2)=[C:9]([C:13]2[CH:18]=[CH:17][C:16]([O:19][CH2:20][C:21]([O:23]CC)=[O:22])=[CH:15][CH:14]=2)[CH2:10][CH2:11][CH3:12])=[CH:4][CH:3]=1.[OH-].[Na+].C1COCC1. The catalyst is CCO. The product is [OH:32][C:29]1[CH:28]=[CH:27][C:26]([C:8]([C:5]2[CH:4]=[CH:3][C:2]([OH:1])=[CH:7][CH:6]=2)=[C:9]([C:13]2[CH:18]=[CH:17][C:16]([O:19][CH2:20][C:21]([OH:23])=[O:22])=[CH:15][CH:14]=2)[CH2:10][CH2:11][CH3:12])=[CH:31][CH:30]=1. The yield is 0.790.